From a dataset of NCI-60 drug combinations with 297,098 pairs across 59 cell lines. Regression. Given two drug SMILES strings and cell line genomic features, predict the synergy score measuring deviation from expected non-interaction effect. (1) Drug 1: CC1CCC2CC(C(=CC=CC=CC(CC(C(=O)C(C(C(=CC(C(=O)CC(OC(=O)C3CCCCN3C(=O)C(=O)C1(O2)O)C(C)CC4CCC(C(C4)OC)O)C)C)O)OC)C)C)C)OC. Drug 2: C1CN1C2=NC(=NC(=N2)N3CC3)N4CC4. Cell line: U251. Synergy scores: CSS=33.4, Synergy_ZIP=-2.23, Synergy_Bliss=-4.16, Synergy_Loewe=-4.36, Synergy_HSA=-3.70. (2) Drug 1: C1CN1C2=NC(=NC(=N2)N3CC3)N4CC4. Drug 2: CC(C)(C#N)C1=CC(=CC(=C1)CN2C=NC=N2)C(C)(C)C#N. Cell line: UACC62. Synergy scores: CSS=24.6, Synergy_ZIP=-8.18, Synergy_Bliss=1.03, Synergy_Loewe=-0.650, Synergy_HSA=0.143. (3) Drug 1: C1CC(C1)(C(=O)O)C(=O)O.[NH2-].[NH2-].[Pt+2]. Drug 2: CS(=O)(=O)CCNCC1=CC=C(O1)C2=CC3=C(C=C2)N=CN=C3NC4=CC(=C(C=C4)OCC5=CC(=CC=C5)F)Cl. Cell line: 786-0. Synergy scores: CSS=16.6, Synergy_ZIP=-5.40, Synergy_Bliss=-0.0150, Synergy_Loewe=-8.96, Synergy_HSA=-2.00. (4) Drug 1: CC1C(C(CC(O1)OC2CC(CC3=C2C(=C4C(=C3O)C(=O)C5=C(C4=O)C(=CC=C5)OC)O)(C(=O)CO)O)N)O.Cl. Drug 2: CC(C)CN1C=NC2=C1C3=CC=CC=C3N=C2N. Cell line: UACC-257. Synergy scores: CSS=23.5, Synergy_ZIP=-5.18, Synergy_Bliss=3.37, Synergy_Loewe=1.11, Synergy_HSA=1.42. (5) Drug 1: CC(CN1CC(=O)NC(=O)C1)N2CC(=O)NC(=O)C2. Drug 2: CC=C1C(=O)NC(C(=O)OC2CC(=O)NC(C(=O)NC(CSSCCC=C2)C(=O)N1)C(C)C)C(C)C. Cell line: ACHN. Synergy scores: CSS=30.7, Synergy_ZIP=-4.27, Synergy_Bliss=-3.54, Synergy_Loewe=-2.54, Synergy_HSA=-0.325. (6) Drug 1: CN(CC1=CN=C2C(=N1)C(=NC(=N2)N)N)C3=CC=C(C=C3)C(=O)NC(CCC(=O)O)C(=O)O. Drug 2: COC1=C2C(=CC3=C1OC=C3)C=CC(=O)O2. Cell line: KM12. Synergy scores: CSS=30.9, Synergy_ZIP=-3.21, Synergy_Bliss=-4.22, Synergy_Loewe=-50.1, Synergy_HSA=-4.72. (7) Drug 1: CC12CCC3C(C1CCC2=O)CC(=C)C4=CC(=O)C=CC34C. Drug 2: CN(C(=O)NC(C=O)C(C(C(CO)O)O)O)N=O. Cell line: RXF 393. Synergy scores: CSS=34.4, Synergy_ZIP=1.05, Synergy_Bliss=-0.127, Synergy_Loewe=-27.9, Synergy_HSA=-0.308.